This data is from Full USPTO retrosynthesis dataset with 1.9M reactions from patents (1976-2016). The task is: Predict the reactants needed to synthesize the given product. Given the product [ClH:26].[C:16]([C:19]1[CH:24]=[CH:23][C:22]([O:12][CH:9]2[CH2:10][CH2:11][N:5]([CH2:4][CH:1]3[CH2:2][CH2:3]3)[CH2:6][C:7]3[O:15][CH:14]=[CH:13][C:8]2=3)=[C:21]([Cl:26])[CH:20]=1)(=[O:18])[NH2:17], predict the reactants needed to synthesize it. The reactants are: [CH:1]1([CH2:4][N:5]2[CH2:11][CH2:10][CH:9]([OH:12])[C:8]3[CH:13]=[CH:14][O:15][C:7]=3[CH2:6]2)[CH2:3][CH2:2]1.[C:16]([C:19]1[CH:24]=[CH:23][C:22](F)=[C:21]([Cl:26])[CH:20]=1)(=[O:18])[NH2:17].